This data is from Peptide-MHC class II binding affinity with 134,281 pairs from IEDB. The task is: Regression. Given a peptide amino acid sequence and an MHC pseudo amino acid sequence, predict their binding affinity value. This is MHC class II binding data. (1) The peptide sequence is DHPGYELENDNQLLY. The MHC is HLA-DQA10501-DQB10301 with pseudo-sequence HLA-DQA10501-DQB10301. The binding affinity (normalized) is 0.102. (2) The peptide sequence is AQLSQLISLLPSTLQ. The MHC is DRB1_0101 with pseudo-sequence DRB1_0101. The binding affinity (normalized) is 0.761. (3) The peptide sequence is CGSYVTKTSGSAASM. The MHC is DRB1_0801 with pseudo-sequence DRB1_0801. The binding affinity (normalized) is 0.534. (4) The peptide sequence is LELKKLGEVSWEEEA. The MHC is HLA-DQA10201-DQB10402 with pseudo-sequence HLA-DQA10201-DQB10402. The binding affinity (normalized) is 0. (5) The peptide sequence is SQDLELSWNLNGLQFY. The MHC is DRB1_0401 with pseudo-sequence DRB1_0401. The binding affinity (normalized) is 0.475.